This data is from Full USPTO retrosynthesis dataset with 1.9M reactions from patents (1976-2016). The task is: Predict the reactants needed to synthesize the given product. (1) Given the product [O:1]1[C:5]2[CH:6]=[CH:7][CH:8]=[CH:9][C:4]=2[N:3]=[C:2]1[C:10]1[CH:15]=[CH:14][C:13]([CH:16]([F:35])[C:17]#[N:18])=[C:12]([Cl:19])[CH:11]=1, predict the reactants needed to synthesize it. The reactants are: [O:1]1[C:5]2[CH:6]=[CH:7][CH:8]=[CH:9][C:4]=2[N:3]=[C:2]1[C:10]1[CH:15]=[CH:14][C:13]([CH2:16][C:17]#[N:18])=[C:12]([Cl:19])[CH:11]=1.C([Li])(C)(C)C.C1C=CC(S(N(S(C2C=CC=CC=2)(=O)=O)[F:35])(=O)=O)=CC=1. (2) Given the product [Br:21][C:22]1[CH:27]=[CH:26][C:25]([CH2:28][O:3][CH2:4][C@@H:5]2[CH2:7][C@@H:6]2[CH:8]2[CH2:9][CH2:10][N:11]([C:14]([O:16][C:17]([CH3:20])([CH3:19])[CH3:18])=[O:15])[CH2:12][CH2:13]2)=[CH:24][C:23]=1[F:30], predict the reactants needed to synthesize it. The reactants are: [H-].[Na+].[OH:3][CH2:4][C@@H:5]1[CH2:7][C@@H:6]1[CH:8]1[CH2:13][CH2:12][N:11]([C:14]([O:16][C:17]([CH3:20])([CH3:19])[CH3:18])=[O:15])[CH2:10][CH2:9]1.[Br:21][C:22]1[CH:27]=[CH:26][C:25]([CH2:28]Br)=[CH:24][C:23]=1[F:30]. (3) Given the product [C:47]([N:44]1[CH2:45][CH2:46][N:41]([C:38]2[CH:39]=[CH:40][C:35]([NH:12][C:13]([C:15]3[O:16][C:17]4[C:22]([C:23](=[O:25])[CH:24]=3)=[CH:21][C:20]([O:51][CH2:52][CH3:53])=[CH:19][C:18]=4[N:26]3[CH2:27][CH2:28][N:29]([CH3:32])[CH2:30][CH2:31]3)=[O:14])=[CH:36][CH:37]=2)[CH2:42][CH2:43]1)(=[O:50])[CH2:48][CH3:49], predict the reactants needed to synthesize it. The reactants are: C(OC1C=CC2SC([NH:12][C:13]([C:15]3[O:16][C:17]4[C:22]([C:23](=[O:25])[CH:24]=3)=[CH:21][CH:20]=[CH:19][C:18]=4[N:26]3[CH2:31][CH2:30][N:29]([CH3:32])[CH2:28][CH2:27]3)=[O:14])=NC=2C=1)C.N[C:35]1[CH:40]=[CH:39][C:38]([N:41]2[CH2:46][CH2:45][N:44]([C:47](=[O:50])[CH2:48][CH3:49])[CH2:43][CH2:42]2)=[CH:37][CH:36]=1.[O:51]1CCN(C2C=CC(N)=CC=2)[CH2:53][CH2:52]1. (4) The reactants are: [CH2:1]([N:8]1[CH2:13][CH2:12][C:11]([NH:17][C:18]2[CH:23]=[CH:22][CH:21]=[CH:20][CH:19]=2)([C:14](N)=O)[CH2:10][CH2:9]1)[C:2]1[CH:7]=[CH:6][CH:5]=[CH:4][CH:3]=1.[OH-:24].[K+].Cl.[OH-:27].[Na+:28]. Given the product [CH2:1]([N:8]1[CH2:9][CH2:10][C:11]([NH:17][C:18]2[CH:23]=[CH:22][CH:21]=[CH:20][CH:19]=2)([C:14]([O-:27])=[O:24])[CH2:12][CH2:13]1)[C:2]1[CH:3]=[CH:4][CH:5]=[CH:6][CH:7]=1.[Na+:28], predict the reactants needed to synthesize it. (5) Given the product [NH2:24][CH:17]([C:18]1[CH:19]=[CH:20][CH:21]=[CH:22][CH:23]=1)[C:16]([N:13]1[CH2:14][CH2:15][CH:10]([N:8]2[CH2:9][C:5]3=[CH:4][N:3]=[C:2]([CH3:1])[N:6]3[C:7]2=[O:33])[CH2:11][CH2:12]1)=[O:32], predict the reactants needed to synthesize it. The reactants are: [CH3:1][C:2]1[N:6]2[C:7](=[O:33])[N:8]([CH:10]3[CH2:15][CH2:14][N:13]([C:16](=[O:32])[CH:17]([NH:24]C(=O)OC(C)(C)C)[C:18]4[CH:23]=[CH:22][CH:21]=[CH:20][CH:19]=4)[CH2:12][CH2:11]3)[CH2:9][C:5]2=[CH:4][N:3]=1.C(OCC)(=O)C. (6) Given the product [CH2:2]([O:9][C:10]1[CH:19]=[CH:18][CH:17]=[C:16]2[C:11]=1[CH2:12][CH2:13][CH2:14][CH:15]2[C:20]([N:22]([CH2:23][C:24]1[CH:25]=[N:26][N:27]([CH2:40][CH2:41][N:42]2[CH2:47][CH2:46][O:45][CH2:44][CH2:43]2)[CH:28]=1)[C:29]1[CH:30]=[N:31][C:32]([CH:35]([CH3:37])[CH3:36])=[CH:33][CH:34]=1)=[O:21])[C:3]1[CH:8]=[CH:7][CH:6]=[CH:5][CH:4]=1, predict the reactants needed to synthesize it. The reactants are: Cl.[CH2:2]([O:9][C:10]1[CH:19]=[CH:18][CH:17]=[C:16]2[C:11]=1[CH2:12][CH2:13][CH2:14][CH:15]2[C:20]([N:22]([C:29]1[CH:30]=[N:31][C:32]([CH:35]([CH3:37])[CH3:36])=[CH:33][CH:34]=1)[CH2:23][C:24]1[CH:25]=[N:26][NH:27][CH:28]=1)=[O:21])[C:3]1[CH:8]=[CH:7][CH:6]=[CH:5][CH:4]=1.Cl.Cl[CH2:40][CH2:41][N:42]1[CH2:47][CH2:46][O:45][CH2:44][CH2:43]1. (7) The reactants are: ClC1C=CC(C([N:8]2[CH2:13][CH2:12][N:11]([C:14]([O:16][C:17]([CH3:20])([CH3:19])[CH3:18])=[O:15])[CH2:10][CH2:9]2)=O)=CC=1C#N.[OH:25][C:26]1[CH:34]=[CH:33][C:32]([I:35])=[CH:31][C:27]=1[C:28]([OH:30])=O. Given the product [OH:25][C:26]1[CH:34]=[CH:33][C:32]([I:35])=[CH:31][C:27]=1[C:28]([N:8]1[CH2:9][CH2:10][N:11]([C:14]([O:16][C:17]([CH3:20])([CH3:19])[CH3:18])=[O:15])[CH2:12][CH2:13]1)=[O:30], predict the reactants needed to synthesize it. (8) Given the product [CH2:1]([O:8][C:9]1[C:10]([N:19]2[S:23](=[O:24])(=[O:25])[NH:22][C:21](=[O:37])[CH2:20]2)=[CH:11][C:12]2[CH2:16][CH:15]([CH3:17])[S:14][C:13]=2[CH:18]=1)[C:2]1[CH:3]=[CH:4][CH:5]=[CH:6][CH:7]=1, predict the reactants needed to synthesize it. The reactants are: [CH2:1]([O:8][C:9]1[C:10]([N:19]2[S:23](=[O:25])(=[O:24])[N:22](CC3C=CC(OC)=CC=3OC)[C:21](=[O:37])[CH2:20]2)=[CH:11][C:12]2[CH2:16][CH:15]([CH3:17])[S:14][C:13]=2[CH:18]=1)[C:2]1[CH:7]=[CH:6][CH:5]=[CH:4][CH:3]=1.C(O)(C(F)(F)F)=O. (9) Given the product [CH3:1][O:2][C:3](=[O:4])[C:5]1[CH:6]=[C:7]([C:11]2[CH:16]=[CH:15][C:14]3[NH:17][C:22](=[O:24])[CH2:21][CH2:20][C:13]=3[N:12]=2)[CH:8]=[N:9][CH:10]=1, predict the reactants needed to synthesize it. The reactants are: [CH3:1][O:2][C:3]([C:5]1[CH:6]=[C:7]([C:11]2[CH:16]=[CH:15][C:14]([N+:17]([O-])=O)=[C:13]([CH:20]=[CH:21][C:22]([O:24]C)=O)[N:12]=2)[CH:8]=[N:9][CH:10]=1)=[O:4].CC(O)=O. (10) Given the product [CH3:21][CH:22]([CH2:26][CH2:27][CH:28]=[C:29]([CH3:31])[CH3:30])[CH2:23][CH2:24][O:18][C:17](=[O:19])[CH2:16][CH2:15][CH2:14][NH:13][C:12]([NH:11][C:1]12[CH2:8][CH:7]3[CH2:9][CH:3]([CH2:4][CH:5]([CH2:6]3)[CH2:10]1)[CH2:2]2)=[O:20], predict the reactants needed to synthesize it. The reactants are: [C:1]12([NH:11][C:12](=[O:20])[NH:13][CH2:14][CH2:15][CH2:16][C:17]([OH:19])=[O:18])[CH2:10][CH:5]3[CH2:6][CH:7]([CH2:9][CH:3]([CH2:4]3)[CH2:2]1)[CH2:8]2.[CH3:21][CH:22]([CH2:26][CH2:27][CH:28]=[C:29]([CH3:31])[CH3:30])[CH2:23][CH2:24]O.Cl.CN(C)CCCN=C=NCC.